From a dataset of Forward reaction prediction with 1.9M reactions from USPTO patents (1976-2016). Predict the product of the given reaction. Given the reactants [C:1]([O:5][C:6]([N:8]([CH3:79])[C@@H:9]([CH3:78])[C:10]([NH:12][C@@H:13]([C:74]([CH3:77])([CH3:76])[CH3:75])[C:14]([N:16]1[C@H:20]([C:21](=[O:33])[NH:22][C@H:23]2[C:32]3[C:27](=[CH:28][CH:29]=[CH:30][CH:31]=3)[CH2:26][CH2:25][CH2:24]2)[CH2:19][C@H:18]([NH:34][C:35]([C:37]2([CH2:40][N:41]([C@@H:64]([C:68]3[CH:73]=[CH:72][CH:71]=[CH:70][CH:69]=3)[CH2:65][O:66][CH3:67])[C:42]([C@@H:44]3[CH2:53][C:52]4[C:47](=[CH:48][CH:49]=[CH:50][CH:51]=4)[CH2:46][N:45]3C(OCC3C=CC=CC=3)=O)=[O:43])[CH2:39][CH2:38]2)=[O:36])[CH2:17]1)=[O:15])=[O:11])=[O:7])([CH3:4])([CH3:3])[CH3:2], predict the reaction product. The product is: [CH3:67][O:66][CH2:65][C@@H:64]([N:41]([CH2:40][C:37]1([C:35]([NH:34][C@@H:18]2[CH2:17][N:16]([C:14](=[O:15])[C@@H:13]([NH:12][C:10](=[O:11])[C@@H:9]([N:8]([CH3:79])[C:6](=[O:7])[O:5][C:1]([CH3:3])([CH3:4])[CH3:2])[CH3:78])[C:74]([CH3:75])([CH3:76])[CH3:77])[C@H:20]([C:21](=[O:33])[NH:22][C@H:23]3[C:32]4[C:27](=[CH:28][CH:29]=[CH:30][CH:31]=4)[CH2:26][CH2:25][CH2:24]3)[CH2:19]2)=[O:36])[CH2:39][CH2:38]1)[C:42]([C@@H:44]1[CH2:53][C:52]2[C:47](=[CH:48][CH:49]=[CH:50][CH:51]=2)[CH2:46][NH:45]1)=[O:43])[C:68]1[CH:69]=[CH:70][CH:71]=[CH:72][CH:73]=1.